From a dataset of Full USPTO retrosynthesis dataset with 1.9M reactions from patents (1976-2016). Predict the reactants needed to synthesize the given product. (1) Given the product [CH2:13]([C:12]1[C:11]2[CH:10]=[CH:9][C:4]([C:5]([O:7][CH3:8])=[O:6])=[CH:3][C:2]=2[O:1][N:15]=1)[CH3:14], predict the reactants needed to synthesize it. The reactants are: [OH:1][C:2]1[CH:3]=[C:4]([CH:9]=[CH:10][C:11]=1[C:12](=[NH:15])[CH2:13][CH3:14])[C:5]([O:7][CH3:8])=[O:6].C(=O)([O-])[O-].[K+].[K+].C1C(=O)N(Cl)C(=O)C1. (2) Given the product [ClH:25].[C:1]([C:5]1[C:6]([Cl:29])=[C:7]([C:11]2[NH:28][C:14]3[C:15]([O:26][CH3:27])=[N:16][C:17]([C:19]4[CH:24]=[CH:23][CH:22]=[CH:21][C:20]=4[Cl:25])=[CH:18][C:13]=3[N:12]=2)[N:8]([CH3:10])[N:9]=1)([CH3:4])([CH3:2])[CH3:3], predict the reactants needed to synthesize it. The reactants are: [C:1]([C:5]1[C:6]([Cl:29])=[C:7]([C:11]2[NH:28][C:14]3[C:15]([O:26][CH3:27])=[N:16][C:17]([C:19]4[CH:24]=[CH:23][CH:22]=[CH:21][C:20]=4[Cl:25])=[CH:18][C:13]=3[N:12]=2)[N:8]([CH3:10])[N:9]=1)([CH3:4])([CH3:3])[CH3:2].Cl. (3) Given the product [CH2:7]([N:14]([CH2:27][C:28]1[CH:33]=[CH:32][CH:31]=[CH:30][CH:29]=1)[C:15]1[CH:16]=[C:17]2[C:6](=[C:19]([F:21])[CH:20]=1)[C:5](=[O:4])[NH:36][CH:23]=[CH:22]2)[C:8]1[CH:13]=[CH:12][CH:11]=[CH:10][CH:9]=1, predict the reactants needed to synthesize it. The reactants are: ClC([O:4][CH2:5][CH3:6])=O.[CH2:7]([N:14]([CH2:27][C:28]1[CH:33]=[CH:32][CH:31]=[CH:30][CH:29]=1)[C:15]1[CH:16]=[C:17](/[CH:22]=[CH:23]/C(O)=O)C=[C:19]([F:21])[CH:20]=1)[C:8]1[CH:13]=[CH:12][CH:11]=[CH:10][CH:9]=1.C([N:36](CC)CC)C.[N-]=[N+]=[N-].[Na+]. (4) Given the product [CH3:22][C:7]1([CH3:21])[C:8]2[NH:9][C:10]3[C:15](=[CH:14][CH:13]=[C:12]([C:19]#[N:20])[CH:11]=3)[C:16]=2[C:17](=[O:18])[C:5]2[CH:4]=[CH:3][C:2]([O:1][CH:28]3[CH2:29][CH2:30][N:25]([CH3:24])[CH2:26][CH2:27]3)=[CH:23][C:6]1=2, predict the reactants needed to synthesize it. The reactants are: [OH:1][C:2]1[CH:3]=[CH:4][C:5]2[C:17](=[O:18])[C:16]3[C:15]4[C:10](=[CH:11][C:12]([C:19]#[N:20])=[CH:13][CH:14]=4)[NH:9][C:8]=3[C:7]([CH3:22])([CH3:21])[C:6]=2[CH:23]=1.[CH3:24][N:25]1[CH2:30][CH2:29][CH:28](O)[CH2:27][CH2:26]1. (5) The reactants are: [Mg].CCOCC.BrBr.ClC1C=CC(C[O:15][C:16]2[C:23]([O:24][CH2:25][C:26]3[CH:31]=[CH:30][C:29]([Cl:32])=[CH:28][CH:27]=3)=[CH:22][CH:21]=[CH:20][C:17]=2[CH:18]=[O:19])=CC=1. Given the product [Cl:32][C:29]1[CH:30]=[CH:31][C:26]([CH2:25][O:24][C:23]2[C:16]([OH:15])=[C:17]([CH:20]=[CH:21][CH:22]=2)[CH:18]=[O:19])=[CH:27][CH:28]=1, predict the reactants needed to synthesize it. (6) Given the product [C:20]([C:19]1[NH:8][C:16]2[C:11]([CH:10]=1)=[CH:12][CH:13]=[C:14]([O:17][CH3:18])[CH:15]=2)([CH3:23])([CH3:22])[CH3:21], predict the reactants needed to synthesize it. The reactants are: C(N(CCCC)C(=O)C[N:8]1[C:16]2[C:11](=[CH:12][CH:13]=[C:14]([O:17][CH3:18])[CH:15]=2)[C:10]([C:19](=O)[C:20]([CH3:23])([CH3:22])[CH3:21])=N1)CCC.[Li]CCCC. (7) The reactants are: [OH:1][C:2]1[CH:3]=[C:4]([CH:8]=[C:9]([O:11][CH2:12][C:13]2[CH:18]=[CH:17][CH:16]=[CH:15][C:14]=2[CH3:19])[CH:10]=1)[C:5]([OH:7])=[O:6].[C:20](OC(=O)C)(=[O:22])[CH3:21]. Given the product [C:20]([O:1][C:2]1[CH:3]=[C:4]([CH:8]=[C:9]([O:11][CH2:12][C:13]2[CH:18]=[CH:17][CH:16]=[CH:15][C:14]=2[CH3:19])[CH:10]=1)[C:5]([OH:7])=[O:6])(=[O:22])[CH3:21], predict the reactants needed to synthesize it. (8) Given the product [CH3:43][O:44][N:45]([CH3:46])[C:8]([C:3]1[C:2]([NH2:1])=[N:7][CH:6]=[CH:5][N:4]=1)=[O:10], predict the reactants needed to synthesize it. The reactants are: [NH2:1][C:2]1[C:3]([C:8]([OH:10])=O)=[N:4][CH:5]=[CH:6][N:7]=1.CCN=C=NCCCN(C)C.Cl.C1C=CC2N(O)N=NC=2C=1.C(N(C(C)C)CC)(C)C.Cl.[CH3:43][O:44][NH:45][CH3:46]. (9) Given the product [C:1]([O:5][C:6]([N:8]1[CH2:13][CH2:12][N:11]([C:14]([O:16][C:17]([CH3:18])([CH3:19])[CH3:20])=[O:15])[CH2:10][C@@H:9]1[CH2:21][CH2:22][CH2:23][C:24]([OH:26])=[O:25])=[O:7])([CH3:4])([CH3:2])[CH3:3], predict the reactants needed to synthesize it. The reactants are: [C:1]([O:5][C:6]([N:8]1[CH2:13][CH2:12][N:11]([C:14]([O:16][C:17]([CH3:20])([CH3:19])[CH3:18])=[O:15])[CH2:10][C@@H:9]1[CH2:21][CH2:22][CH2:23][C:24]([O:26]CC)=[O:25])=[O:7])([CH3:4])([CH3:3])[CH3:2].[OH-].[Na+].